The task is: Predict the reaction yield, written as a fraction of the theoretical maximum amount of product (1.0 means a 100% yield; for example, 0.34 means a 34% yield).. This data is from Reaction yield outcomes from USPTO patents with 853,638 reactions. (1) The reactants are N1C=CC=CC=1.[Si:7]([O:24][CH2:25][C:26]1[C:27]([N:40]2[CH2:45][C@H:44]([CH3:46])[O:43][C@H:42]([CH3:47])[CH2:41]2)=[C:28]([F:39])[C:29]([F:38])=[C:30]([C:32](=O)[C:33]([F:36])([F:35])[F:34])[CH:31]=1)([C:20]([CH3:23])([CH3:22])[CH3:21])([C:14]1[CH:19]=[CH:18][CH:17]=[CH:16][CH:15]=1)[C:8]1[CH:13]=[CH:12][CH:11]=[CH:10][CH:9]=1.Cl.[NH2:49][OH:50]. The catalyst is C(O)C. The product is [Si:7]([O:24][CH2:25][C:26]1[C:27]([N:40]2[CH2:41][C@H:42]([CH3:47])[O:43][C@H:44]([CH3:46])[CH2:45]2)=[C:28]([F:39])[C:29]([F:38])=[C:30]([C:32](=[N:49][OH:50])[C:33]([F:36])([F:35])[F:34])[CH:31]=1)([C:20]([CH3:21])([CH3:23])[CH3:22])([C:14]1[CH:15]=[CH:16][CH:17]=[CH:18][CH:19]=1)[C:8]1[CH:13]=[CH:12][CH:11]=[CH:10][CH:9]=1. The yield is 0.980. (2) The reactants are [CH3:1][C:2]1[CH:7]=[CH:6][C:5]([Mg]Br)=[CH:4][CH:3]=1.[N:10]12[CH2:17][CH2:16][C:13]([C:18]([O:20]CC)=O)([CH2:14][CH2:15]1)[CH2:12][CH2:11]2. The catalyst is C1COCC1. The product is [N:10]12[CH2:11][CH2:12][C:13]([C:18]([C:5]3[CH:6]=[CH:7][C:2]([CH3:1])=[CH:3][CH:4]=3)([C:5]3[CH:6]=[CH:7][C:2]([CH3:1])=[CH:3][CH:4]=3)[OH:20])([CH2:14][CH2:15]1)[CH2:16][CH2:17]2. The yield is 0.866.